This data is from NCI-60 drug combinations with 297,098 pairs across 59 cell lines. The task is: Regression. Given two drug SMILES strings and cell line genomic features, predict the synergy score measuring deviation from expected non-interaction effect. (1) Drug 1: C1=CC(=CC=C1CCC2=CNC3=C2C(=O)NC(=N3)N)C(=O)NC(CCC(=O)O)C(=O)O. Drug 2: C1=NC2=C(N=C(N=C2N1C3C(C(C(O3)CO)O)F)Cl)N. Cell line: SF-268. Synergy scores: CSS=25.3, Synergy_ZIP=-10.4, Synergy_Bliss=-4.81, Synergy_Loewe=-4.98, Synergy_HSA=-1.94. (2) Drug 1: C1CN(CCN1C(=O)CCBr)C(=O)CCBr. Drug 2: CS(=O)(=O)OCCCCOS(=O)(=O)C. Cell line: HCT-15. Synergy scores: CSS=26.2, Synergy_ZIP=0.655, Synergy_Bliss=8.67, Synergy_Loewe=1.45, Synergy_HSA=1.79.